Dataset: NCI-60 drug combinations with 297,098 pairs across 59 cell lines. Task: Regression. Given two drug SMILES strings and cell line genomic features, predict the synergy score measuring deviation from expected non-interaction effect. Drug 1: CC1=C(C=C(C=C1)C(=O)NC2=CC(=CC(=C2)C(F)(F)F)N3C=C(N=C3)C)NC4=NC=CC(=N4)C5=CN=CC=C5. Drug 2: C1C(C(OC1N2C=NC(=NC2=O)N)CO)O. Cell line: IGROV1. Synergy scores: CSS=-5.03, Synergy_ZIP=0.894, Synergy_Bliss=-2.63, Synergy_Loewe=-5.57, Synergy_HSA=-5.44.